This data is from Full USPTO retrosynthesis dataset with 1.9M reactions from patents (1976-2016). The task is: Predict the reactants needed to synthesize the given product. Given the product [F:30][C:27]1[CH:28]=[CH:29][C:21]([C:2]([CH3:20])([CH3:1])[CH2:3][C@:4]([OH:12])([C:8]([F:10])([F:11])[F:9])[CH2:5][C:6]#[CH:7])=[C:22]([CH:26]=1)[C:23]([NH2:25])=[O:24], predict the reactants needed to synthesize it. The reactants are: [CH3:1][C:2]([C:21]1[CH:29]=[CH:28][C:27]([F:30])=[CH:26][C:22]=1[C:23]([NH2:25])=[O:24])([CH3:20])[CH2:3][C@:4]([O:12][Si](CC)(CC)CC)([C:8]([F:11])([F:10])[F:9])[CH2:5][C:6]#[CH:7].Cl.